Task: Predict the reaction yield, written as a fraction of the theoretical maximum amount of product (1.0 means a 100% yield; for example, 0.34 means a 34% yield).. Dataset: Reaction yield outcomes from USPTO patents with 853,638 reactions (1) The yield is 0.350. The product is [Cl:21][C:22]1[CH:23]=[C:24]([C:2]2[CH:3]=[C:4]3[C@@:11]4([C:17]([F:19])([F:18])[CH2:16][O:15][CH2:14][C:13]([NH2:20])=[N:12]4)[CH2:10][CH2:9][O:8][C:5]3=[CH:6][CH:7]=2)[CH:25]=[N:26][CH:27]=1. The reactants are Br[C:2]1[CH:3]=[C:4]2[C@@:11]3([C:17]([F:19])([F:18])[CH2:16][O:15][CH2:14][C:13]([NH2:20])=[N:12]3)[CH2:10][CH2:9][O:8][C:5]2=[CH:6][CH:7]=1.[Cl:21][C:22]1[CH:23]=[C:24](B(O)O)[CH:25]=[N:26][CH:27]=1. No catalyst specified. (2) The reactants are [Br:1]Br.[Cl:3][C:4]1[CH:9]=[CH:8][C:7]([C:10]([C:12]2[CH:13]=[N:14][C:15]([NH:18][CH3:19])=[CH:16][CH:17]=2)=[O:11])=[CH:6][CH:5]=1.C([O-])(O)=O.[Na+]. The catalyst is C(O)(=O)C. The product is [Br:1][C:16]1[CH:17]=[C:12]([C:10]([C:7]2[CH:6]=[CH:5][C:4]([Cl:3])=[CH:9][CH:8]=2)=[O:11])[CH:13]=[N:14][C:15]=1[NH:18][CH3:19]. The yield is 0.620. (3) The reactants are [NH2:1][CH2:2][CH2:3][SH:4].[F:5][C:6]([F:16])([F:15])[C:7](=[O:14])[CH:8]=[C:9](SC)SC. The catalyst is C(O)C. The product is [F:5][C:6]([F:16])([F:15])[C:7](=[O:14])[CH:8]=[C:9]1[NH:1][CH2:2][CH2:3][S:4]1. The yield is 0.810. (4) The reactants are [CH2:1]([O:8][C:9]([NH:11][C:12]1[C:13]([C:23]([OH:25])=[O:24])=[N:14][N:15]([CH:17]2[CH2:22][CH2:21][CH2:20][CH2:19][O:18]2)[CH:16]=1)=[O:10])[C:2]1[CH:7]=[CH:6][CH:5]=[CH:4][CH:3]=1.[CH2:26](Cl)CCl. The catalyst is CO.CN(C1C=CN=CC=1)C.CCOC(C)=O. The product is [CH3:26][O:24][C:23]([C:13]1[C:12]([NH:11][C:9]([O:8][CH2:1][C:2]2[CH:7]=[CH:6][CH:5]=[CH:4][CH:3]=2)=[O:10])=[CH:16][N:15]([CH:17]2[CH2:22][CH2:21][CH2:20][CH2:19][O:18]2)[N:14]=1)=[O:25]. The yield is 1.00.